Dataset: Forward reaction prediction with 1.9M reactions from USPTO patents (1976-2016). Task: Predict the product of the given reaction. (1) Given the reactants Cl[C:2]1[CH:3]=[C:4]([C:14]([NH:16][CH2:17][C:18]2[C:19](=[O:26])[NH:20][C:21]([CH3:25])=[CH:22][C:23]=2[CH3:24])=[O:15])[C:5]2[CH:10]=[N:9][N:8]([CH:11]([CH3:13])[CH3:12])[C:6]=2[N:7]=1.[N:27]1[CH:32]=[CH:31][C:30]([NH2:33])=[CH:29][CH:28]=1.C(=O)([O-])[O-].[Cs+].[Cs+].C1C=CC(P(C2C(C3C(P(C4C=CC=CC=4)C4C=CC=CC=4)=CC=C4C=3C=CC=C4)=C3C(C=CC=C3)=CC=2)C2C=CC=CC=2)=CC=1, predict the reaction product. The product is: [CH3:24][C:23]1[CH:22]=[C:21]([CH3:25])[NH:20][C:19](=[O:26])[C:18]=1[CH2:17][NH:16][C:14]([C:4]1[C:5]2[CH:10]=[N:9][N:8]([CH:11]([CH3:13])[CH3:12])[C:6]=2[N:7]=[C:2]([NH:33][C:30]2[CH:31]=[CH:32][N:27]=[CH:28][CH:29]=2)[CH:3]=1)=[O:15]. (2) Given the reactants [CH:1]([O:4][C:5]([N:7]1[CH2:12][CH2:11][CH:10]([O:13][C@@H:14]([C:16]([OH:18])=O)[CH3:15])[CH2:9][CH2:8]1)=[O:6])([CH3:3])[CH3:2].CCN=C=NCCCN(C)C.C1C=CC2N(O)N=NC=2C=1.C(OC(=O)[NH:46][C@@H:47]1[C@@H:51]([C:52]2[CH:57]=[C:56]([F:58])[CH:55]=[CH:54][C:53]=2[F:59])[CH2:50][N:49]([C:60]2[CH:65]=[N:64][C:63]([C:66](=[NH:69])[NH:67]O)=[CH:62][N:61]=2)[CH2:48]1)(C)(C)C.C(O)(C(F)(F)F)=O, predict the reaction product. The product is: [CH:1]([O:4][C:5]([N:7]1[CH2:8][CH2:9][CH:10]([O:13][C@@H:14]([C:16]2[O:18][N:67]=[C:66]([C:63]3[CH:62]=[N:61][C:60]([N:49]4[CH2:50][C@H:51]([C:52]5[CH:57]=[C:56]([F:58])[CH:55]=[CH:54][C:53]=5[F:59])[C@@H:47]([NH2:46])[CH2:48]4)=[CH:65][N:64]=3)[N:69]=2)[CH3:15])[CH2:11][CH2:12]1)=[O:6])([CH3:2])[CH3:3]. (3) Given the reactants [Cl:1][CH2:2][C:3]1[CH:4]=[C:5]([CH3:12])[C:6]([O:10][CH3:11])=[C:7]([CH3:9])[CH:8]=1.[C:13]1([P:19]([C:26]2[CH:31]=[CH:30][CH:29]=[CH:28][CH:27]=2)[C:20]2[CH:25]=[CH:24][CH:23]=[CH:22][CH:21]=2)[CH:18]=[CH:17][CH:16]=[CH:15][CH:14]=1, predict the reaction product. The product is: [Cl-:1].[CH3:11][O:10][C:6]1[C:5]([CH3:12])=[CH:4][C:3]([CH2:2][P+:19]([C:20]2[CH:21]=[CH:22][CH:23]=[CH:24][CH:25]=2)([C:26]2[CH:31]=[CH:30][CH:29]=[CH:28][CH:27]=2)[C:13]2[CH:14]=[CH:15][CH:16]=[CH:17][CH:18]=2)=[CH:8][C:7]=1[CH3:9]. (4) Given the reactants Br[C:2]1[C:3]([O:12][CH3:13])=[CH:4][C:5]([O:10][CH3:11])=[C:6]([CH:9]=1)[CH:7]=[O:8].[CH3:14][O:15][C:16]1[N:21]=[C:20]([O:22][CH3:23])[C:19](B(O)O)=[CH:18][N:17]=1, predict the reaction product. The product is: [CH3:14][O:15][C:16]1[N:21]=[C:20]([O:22][CH3:23])[C:19]([C:2]2[C:3]([O:12][CH3:13])=[CH:4][C:5]([O:10][CH3:11])=[C:6]([CH:9]=2)[CH:7]=[O:8])=[CH:18][N:17]=1. (5) The product is: [C:2]([O:6][C:7](=[O:10])[CH2:8][NH:9][C:12]([NH2:13])=[O:11])([CH3:5])([CH3:4])[CH3:3]. Given the reactants Cl.[C:2]([O:6][C:7](=[O:10])[CH2:8][NH2:9])([CH3:5])([CH3:4])[CH3:3].[O-:11][C:12]#[N:13].[K+], predict the reaction product. (6) The product is: [F:13][C:14]1[CH:24]=[C:23]([F:25])[CH:22]=[CH:21][C:15]=1[CH2:16][N:17]([CH2:18][CH2:19][CH3:20])[C:10](=[O:12])[CH2:9][CH2:8][C:5]1[CH:4]=[CH:3][C:2]([OH:1])=[CH:7][CH:6]=1. Given the reactants [OH:1][C:2]1[CH:7]=[CH:6][C:5]([CH2:8][CH2:9][C:10]([OH:12])=O)=[CH:4][CH:3]=1.[F:13][C:14]1[CH:24]=[C:23]([F:25])[CH:22]=[CH:21][C:15]=1[CH2:16][NH:17][CH2:18][CH2:19][CH3:20].CN(C(ON1N=NC2C=CC=CC1=2)=[N+](C)C)C.[B-](F)(F)(F)F.CCN(C(C)C)C(C)C.C(=O)([O-])O.[Na+], predict the reaction product. (7) Given the reactants [O:1]=[C:2]1[CH:6]([C:7]2[CH:12]=[CH:11][C:10]([C:13]([F:16])([F:15])[F:14])=[CH:9][CH:8]=2)[CH2:5][CH2:4][N:3]1[CH2:17][C:18](O)=[O:19].FC1C=CC(C2(C3C=CC(F)=CC=3)CCCN(CC(O)=O)C2=O)=CC=1.[F:46][C:47]1[CH:48]=[C:49]2[C:53](=[CH:54][CH:55]=1)[CH2:52][NH:51][CH2:50]2.C1(C2(C3C=CC=CC=3)CCNC2)C=CC=CC=1, predict the reaction product. The product is: [F:46][C:47]1[CH:48]=[C:49]2[C:53](=[CH:54][CH:55]=1)[CH2:52][N:51]([C:18](=[O:19])[CH2:17][N:3]1[CH2:4][CH2:5][CH:6]([C:7]3[CH:12]=[CH:11][C:10]([C:13]([F:16])([F:15])[F:14])=[CH:9][CH:8]=3)[C:2]1=[O:1])[CH2:50]2. (8) Given the reactants [Si:1]([O:18][CH2:19][C:20]1([CH2:26][OH:27])[CH2:25][CH2:24][CH2:23][CH2:22][CH2:21]1)([C:14]([CH3:17])([CH3:16])[CH3:15])([C:8]1[CH:13]=[CH:12][CH:11]=[CH:10][CH:9]=1)[C:2]1[CH:7]=[CH:6][CH:5]=[CH:4][CH:3]=1.[H-].[Na+].I[CH3:31].[Cl-].[NH4+].Cl, predict the reaction product. The product is: [C:14]([Si:1]([O:18][CH2:19][C:20]1([CH2:26][O:27][CH3:31])[CH2:25][CH2:24][CH2:23][CH2:22][CH2:21]1)([C:8]1[CH:9]=[CH:10][CH:11]=[CH:12][CH:13]=1)[C:2]1[CH:3]=[CH:4][CH:5]=[CH:6][CH:7]=1)([CH3:17])([CH3:16])[CH3:15].